This data is from Peptide-MHC class I binding affinity with 185,985 pairs from IEDB/IMGT. The task is: Regression. Given a peptide amino acid sequence and an MHC pseudo amino acid sequence, predict their binding affinity value. This is MHC class I binding data. (1) The peptide sequence is APPPQRAAM. The MHC is HLA-B07:02 with pseudo-sequence HLA-B07:02. The binding affinity (normalized) is 0.898. (2) The peptide sequence is KVFFGPIYY. The binding affinity (normalized) is 0.0641. The MHC is BoLA-T2a with pseudo-sequence BoLA-T2a. (3) The peptide sequence is WMNRLIAFA. The MHC is HLA-A02:02 with pseudo-sequence HLA-A02:02. The binding affinity (normalized) is 0.550. (4) The peptide sequence is STVDVRNIVT. The MHC is HLA-A68:02 with pseudo-sequence HLA-A68:02. The binding affinity (normalized) is 0.430. (5) The peptide sequence is IQKDINITHT. The MHC is HLA-A02:02 with pseudo-sequence HLA-A02:02. The binding affinity (normalized) is 0.333. (6) The peptide sequence is YPLHEQHGM. The MHC is HLA-A31:01 with pseudo-sequence HLA-A31:01. The binding affinity (normalized) is 0.0847.